Dataset: Catalyst prediction with 721,799 reactions and 888 catalyst types from USPTO. Task: Predict which catalyst facilitates the given reaction. (1) Reactant: [Br:1][C:2]1[CH:3]=[C:4]([OH:13])[CH:5]=[CH:6][C:7]=1[O:8][C:9]([F:12])([F:11])[F:10].[C:14](=O)([O-])[O-].[K+].[K+].IC. Product: [Br:1][C:2]1[CH:3]=[C:4]([O:13][CH3:14])[CH:5]=[CH:6][C:7]=1[O:8][C:9]([F:11])([F:12])[F:10]. The catalyst class is: 21. (2) Reactant: [F:1][C:2]([F:11])([F:10])[C:3]1[CH:9]=[CH:8][C:6]([NH2:7])=[CH:5][CH:4]=1.[NH2:12][C:13]1[CH:17]=[C:16]([CH3:18])[NH:15][N:14]=1.C[N:20](C=O)C. Product: [CH3:18][C:16]1[C:17](=[N:20][NH:7][C:6]2[CH:8]=[CH:9][C:3]([C:2]([F:10])([F:11])[F:1])=[CH:4][CH:5]=2)[C:13]([NH2:12])=[N:14][N:15]=1. The catalyst class is: 6. (3) Reactant: [F:1][C:2]1[CH:28]=[CH:27][CH:26]=[C:25]([F:29])[C:3]=1[C:4]([NH:6][C:7](=[O:24])[N:8]([CH3:23])[C:9]1[CH:14]=[CH:13][C:12]([S:15][C:16]([F:21])([F:20])[CH:17]([F:19])[F:18])=[CH:11][C:10]=1[CH3:22])=[O:5].[H-].[Na+].[CH3:32]I.[Cl-].[NH4+]. Product: [F:1][C:2]1[CH:28]=[CH:27][CH:26]=[C:25]([F:29])[C:3]=1[C:4]([N:6]([CH3:32])[C:7]([N:8]([CH3:23])[C:9]1[CH:14]=[CH:13][C:12]([S:15][C:16]([F:20])([F:21])[CH:17]([F:18])[F:19])=[CH:11][C:10]=1[CH3:22])=[O:24])=[O:5]. The catalyst class is: 264. (4) Reactant: [F:1][C:2]1[CH:3]=[CH:4][C:5]([N+:11]([O-:13])=[O:12])=[C:6]([CH:10]=1)[C:7](O)=[O:8].B.C1COCC1. Product: [F:1][C:2]1[CH:3]=[CH:4][C:5]([N+:11]([O-:13])=[O:12])=[C:6]([CH2:7][OH:8])[CH:10]=1. The catalyst class is: 1. (5) Reactant: [CH2:1]([C@H:8]([NH:21][C:22](=[O:31])[O:23][CH2:24][C:25]1[CH:30]=[CH:29][CH:28]=[CH:27][CH:26]=1)[C:9]([NH:11][CH2:12][CH2:13][CH:14](OCC)[O:15]CC)=[O:10])[C:2]1[CH:7]=[CH:6][CH:5]=[CH:4][CH:3]=1.Cl. Product: [CH2:1]([C@H:8]([NH:21][C:22](=[O:31])[O:23][CH2:24][C:25]1[CH:30]=[CH:29][CH:28]=[CH:27][CH:26]=1)[C:9](=[O:10])[NH:11][CH2:12][CH2:13][CH:14]=[O:15])[C:2]1[CH:3]=[CH:4][CH:5]=[CH:6][CH:7]=1. The catalyst class is: 7.